This data is from Forward reaction prediction with 1.9M reactions from USPTO patents (1976-2016). The task is: Predict the product of the given reaction. Given the reactants [O:1]1[C:10]2[C:5](=[CH:6][CH:7]=[CH:8][CH:9]=2)[CH:4]([O:11][CH2:12][C:13]([O:15]CC)=[O:14])[CH2:3][CH2:2]1.[OH-].[Na+].Cl, predict the reaction product. The product is: [O:1]1[C:10]2[C:5](=[CH:6][CH:7]=[CH:8][CH:9]=2)[CH:4]([O:11][CH2:12][C:13]([OH:15])=[O:14])[CH2:3][CH2:2]1.